From a dataset of Catalyst prediction with 721,799 reactions and 888 catalyst types from USPTO. Predict which catalyst facilitates the given reaction. (1) Reactant: [CH3:1][N:2]1[CH2:7][CH2:6][N:5]([C:8]2[CH:9]=[N:10][C:11]([N+:14]([O-])=O)=[CH:12][CH:13]=2)[CH2:4][CH2:3]1. Product: [CH3:1][N:2]1[CH2:7][CH2:6][N:5]([C:8]2[CH:13]=[CH:12][C:11]([NH2:14])=[N:10][CH:9]=2)[CH2:4][CH2:3]1. The catalyst class is: 29. (2) The catalyst class is: 7. Reactant: [Cl:1][C:2]1[CH:7]=[C:6](Cl)[C:5]([N+:9]([O-:11])=[O:10])=[CH:4][N:3]=1.C(N(CC)CC)C.[CH2:19]([NH2:26])[C:20]1[CH:25]=[CH:24][CH:23]=[CH:22][CH:21]=1. Product: [CH2:19]([NH:26][C:6]1[C:5]([N+:9]([O-:11])=[O:10])=[CH:4][N:3]=[C:2]([Cl:1])[CH:7]=1)[C:20]1[CH:25]=[CH:24][CH:23]=[CH:22][CH:21]=1. (3) Reactant: [C:1](Cl)(=[O:10])[CH:2]=[CH:3][C:4]1[CH:9]=[CH:8][CH:7]=[CH:6][CH:5]=1.[F:12][C:13]1[CH:19]=[CH:18][CH:17]=[CH:16][C:14]=1[NH2:15].N1C=CC=CC=1.Cl. Product: [F:12][C:13]1[CH:19]=[CH:18][CH:17]=[CH:16][C:14]=1[NH:15][C:1](=[O:10])[CH:2]=[CH:3][C:4]1[CH:9]=[CH:8][CH:7]=[CH:6][CH:5]=1. The catalyst class is: 1. (4) Reactant: [CH2:1]([N:3]([CH2:11][C:12]1[CH:13]=[N:14][CH:15]=[C:16]([C:19]2[CH:20]=[C:21]3[C:25](=[CH:26][CH:27]=2)[N:24](C2CCCCO2)[N:23]=[C:22]3[C:34]2[NH:38][CH:37]=[N:36][CH:35]=2)[C:17]=1[CH3:18])C(=O)OC(C)(C)C)[CH3:2].C([SiH](CC)CC)C.FC(F)(F)C(O)=O. Product: [NH:38]1[C:34]([C:22]2[C:21]3[C:25](=[CH:26][CH:27]=[C:19]([C:16]4[C:17]([CH3:18])=[C:12]([CH2:11][NH:3][CH2:1][CH3:2])[CH:13]=[N:14][CH:15]=4)[CH:20]=3)[NH:24][N:23]=2)=[CH:35][N:36]=[CH:37]1. The catalyst class is: 2. (5) Reactant: [N+:1]([C:4]1[CH:5]=[C:6]([C:10]2[O:11][C:12]3[CH:13]=[N:14][CH:15]=[CH:16][C:17]=3[N:18]=2)[CH:7]=[CH:8][CH:9]=1)([O-])=O.[NH4+].[Cl-]. Product: [N:18]1[C:17]2[CH:16]=[CH:15][N:14]=[CH:13][C:12]=2[O:11][C:10]=1[C:6]1[CH:5]=[C:4]([NH2:1])[CH:9]=[CH:8][CH:7]=1. The catalyst class is: 406. (6) Reactant: S(=O)(=O)(O)O.[C:6]([OH:17])(=[O:16])[C:7]1[CH:15]=[CH:14][C:10]([C:11]([OH:13])=[O:12])=[CH:9][CH:8]=1.O1COCO[CH2:19]1.[OH-].[Na+].Cl. Product: [C:11]([C:10]1[CH:14]=[C:15]2[C:7](=[CH:8][CH:9]=1)[C:6](=[O:17])[O:16][CH2:19]2)([OH:13])=[O:12]. The catalyst class is: 6. (7) Reactant: [Br:1][C:2]1[CH:3]=[C:4]2[C:9](=[CH:10][CH:11]=1)[N:8]=[CH:7][N:6]=[C:5]2Cl.[CH2:13]([O:15][C:16]([C:18]1[CH:19]=[C:20](B(O)O)[CH:21]=[CH:22][CH:23]=1)=[O:17])[CH3:14].[O-]P([O-])([O-])=O.[K+].[K+].[K+]. Product: [CH2:13]([O:15][C:16](=[O:17])[C:18]1[CH:19]=[CH:20][CH:21]=[C:22]([C:5]2[C:4]3[C:9](=[CH:10][CH:11]=[C:2]([Br:1])[CH:3]=3)[N:8]=[CH:7][N:6]=2)[CH:23]=1)[CH3:14]. The catalyst class is: 745. (8) Reactant: [Cl:1][C:2]1[C:3]2[N:4]([CH:12]=[C:13]([C:15]([OH:17])=O)[N:14]=2)[CH:5]=[C:6]([C:8]([F:11])([F:10])[F:9])[CH:7]=1.CCN=C=NCCCN(C)C.Cl.Cl.C1C=CC2N(O)N=NC=2C=1.[C:41]([C:44]1[C:49]([Cl:50])=[CH:48][C:47]([CH2:51][CH2:52][C:53]([O:55][C:56]([CH3:59])([CH3:58])[CH3:57])=[O:54])=[C:46]([Cl:60])[CH:45]=1)(=[NH:43])[NH2:42]. Product: [C:56]([O:55][C:53](=[O:54])[CH2:52][CH2:51][C:47]1[CH:48]=[C:49]([Cl:50])[C:44]([C:41]2[N:42]=[C:15]([C:13]3[N:14]=[C:3]4[C:2]([Cl:1])=[CH:7][C:6]([C:8]([F:9])([F:10])[F:11])=[CH:5][N:4]4[CH:12]=3)[O:17][N:43]=2)=[CH:45][C:46]=1[Cl:60])([CH3:59])([CH3:57])[CH3:58]. The catalyst class is: 3. (9) Reactant: [F:1][C:2]1[CH:3]=[C:4]([NH:9][C:10]2[C:11]([N+:16]([O-])=O)=[N:12][CH:13]=[CH:14][CH:15]=2)[CH:5]=[C:6]([F:8])[CH:7]=1.Cl.N. Product: [F:1][C:2]1[CH:3]=[C:4]([NH:9][C:10]2[C:11]([NH2:16])=[N:12][CH:13]=[CH:14][CH:15]=2)[CH:5]=[C:6]([F:8])[CH:7]=1. The catalyst class is: 14. (10) Reactant: [N:1]1[C:10]2[C:5](=[CH:6][CH:7]=[CH:8][N:9]=2)[CH:4]=[CH:3][C:2]=1[CH:11]=O.[C:13]([CH2:15][C:16]([NH:18][C@H:19]([C:23]1[CH:28]=[CH:27][CH:26]=[CH:25][CH:24]=1)[CH2:20][CH2:21][CH3:22])=[O:17])#[N:14].NCCC(O)=O.CC(O)C. Product: [C:13](/[C:15](=[CH:11]\[C:2]1[CH:3]=[CH:4][C:5]2[C:10](=[N:9][CH:8]=[CH:7][CH:6]=2)[N:1]=1)/[C:16]([NH:18][C@H:19]([C:23]1[CH:24]=[CH:25][CH:26]=[CH:27][CH:28]=1)[CH2:20][CH2:21][CH3:22])=[O:17])#[N:14]. The catalyst class is: 6.